This data is from Full USPTO retrosynthesis dataset with 1.9M reactions from patents (1976-2016). The task is: Predict the reactants needed to synthesize the given product. Given the product [OH:13][C@H:10]1[CH2:11][CH2:12][N:8]([C:6]([O:5][C:1]([CH3:2])([CH3:3])[CH3:4])=[O:7])[C@@H:9]1[C:14](=[O:16])[NH:59][CH2:58][C:57]1[C:53]([O:52][CH3:51])=[N:54][N:55]([C:60]2[CH:61]=[N:62][C:63]([C:66]([F:68])([F:69])[F:67])=[CH:64][CH:65]=2)[CH:56]=1, predict the reactants needed to synthesize it. The reactants are: [C:1]([O:5][C:6]([N:8]1[CH2:12][CH2:11][C@H:10]([OH:13])[C@H:9]1[C:14]([OH:16])=O)=[O:7])([CH3:4])([CH3:3])[CH3:2].CN(C(ON1N=NC2C=CC=NC1=2)=[N+](C)C)C.F[P-](F)(F)(F)(F)F.CCN(C(C)C)C(C)C.Cl.[CH3:51][O:52][C:53]1[C:57]([CH2:58][NH2:59])=[CH:56][N:55]([C:60]2[CH:61]=[N:62][C:63]([C:66]([F:69])([F:68])[F:67])=[CH:64][CH:65]=2)[N:54]=1.